From a dataset of Full USPTO retrosynthesis dataset with 1.9M reactions from patents (1976-2016). Predict the reactants needed to synthesize the given product. (1) Given the product [OH:23][CH2:22][C:21]1[CH:20]=[CH:19][S:18][C:17]=1[CH2:16][CH2:14][OH:13], predict the reactants needed to synthesize it. The reactants are: B.[Na].[Br-].[Li+].B(OC)(OC)OC.C[O:13][C:14]([CH2:16][C:17]1[S:18][CH:19]=[CH:20][C:21]=1[C:22](OC)=[O:23])=O. (2) Given the product [CH3:19][N:16]1[CH2:17][CH2:18][CH:13]([O:12][CH:9]2[C:8]3[CH:20]=[CH:21][CH:22]=[CH:23][C:7]=3[CH2:6][CH2:5][N:4]3[C:10]2=[N:11][CH:2]=[C:3]3[C:31]#[C:30][C:24]2[CH:29]=[CH:28][CH:27]=[CH:26][CH:25]=2)[CH2:14][CH2:15]1, predict the reactants needed to synthesize it. The reactants are: I[C:2]1[N:11]=[C:10]2[N:4]([CH2:5][CH2:6][C:7]3[CH:23]=[CH:22][CH:21]=[CH:20][C:8]=3[CH:9]2[O:12][CH:13]2[CH2:18][CH2:17][N:16]([CH3:19])[CH2:15][CH2:14]2)[CH:3]=1.[C:24]1([C:30]#[CH:31])[CH:29]=[CH:28][CH:27]=[CH:26][CH:25]=1.CCN(CC)CC.N. (3) Given the product [Cl:1][C:2]1[CH:12]=[C:6]([CH2:7][OH:8])[CH:5]=[N:4][C:3]=1[O:13][CH2:14][C:15]([F:16])([F:17])[F:18], predict the reactants needed to synthesize it. The reactants are: [Cl:1][C:2]1[C:3]([O:13][CH2:14][C:15]([F:18])([F:17])[F:16])=[N:4][CH:5]=[C:6]([CH:12]=1)[C:7](OCC)=[O:8].[Li+].[BH4-].CO. (4) Given the product [NH2:25][C@H:22]1[CH2:21][CH2:20][C@H:19]([NH:18][C:9]2[CH:10]=[CH:11][C:12]([S:14]([CH3:17])(=[O:15])=[O:16])=[CH:13][C:8]=2[C:6]2[C:5]3[CH:33]=[CH:34][NH:35][C:4]=3[C:3](=[O:36])[N:2]([CH3:1])[CH:7]=2)[CH2:24][CH2:23]1, predict the reactants needed to synthesize it. The reactants are: [CH3:1][N:2]1[CH:7]=[C:6]([C:8]2[CH:13]=[C:12]([S:14]([CH3:17])(=[O:16])=[O:15])[CH:11]=[CH:10][C:9]=2[NH:18][C@H:19]2[CH2:24][CH2:23][C@H:22]([NH:25]C(=O)OC(C)(C)C)[CH2:21][CH2:20]2)[C:5]2[CH:33]=[CH:34][NH:35][C:4]=2[C:3]1=[O:36].FC(F)(F)C(O)=O.C(=O)([O-])[O-].[Na+].[Na+].